From a dataset of Full USPTO retrosynthesis dataset with 1.9M reactions from patents (1976-2016). Predict the reactants needed to synthesize the given product. (1) Given the product [N:24]1[CH:29]=[CH:28][N:27]=[CH:26][C:25]=1[CH:30]([NH:32][C:21]([C:10]1[CH:11]=[C:12]([C:14]2[CH:15]=[CH:16][C:17]([CH3:20])=[CH:18][CH:19]=2)[CH:13]=[C:8]([N:4]2[CH:5]=[CH:6][N:7]=[C:3]2[CH2:1][CH3:2])[CH:9]=1)=[O:23])[CH3:31], predict the reactants needed to synthesize it. The reactants are: [CH2:1]([C:3]1[N:4]([C:8]2[CH:9]=[C:10]([C:21]([OH:23])=O)[CH:11]=[C:12]([C:14]3[CH:19]=[CH:18][C:17]([CH3:20])=[CH:16][CH:15]=3)[CH:13]=2)[CH:5]=[CH:6][N:7]=1)[CH3:2].[N:24]1[CH:29]=[CH:28][N:27]=[CH:26][C:25]=1[CH:30]([NH2:32])[CH3:31]. (2) Given the product [OH:16][NH:15][C:1]([C:3]1[CH:8]=[CH:7][C:6]([CH2:9][C:10]([O:12][CH3:13])=[O:11])=[CH:5][CH:4]=1)=[NH:2], predict the reactants needed to synthesize it. The reactants are: [C:1]([C:3]1[CH:8]=[CH:7][C:6]([CH2:9][C:10]([O:12][CH3:13])=[O:11])=[CH:5][CH:4]=1)#[N:2].Cl.[NH2:15][OH:16].C([O-])(O)=O.[Na+]. (3) Given the product [NH:14]1[CH2:17][CH:16]([C:18]2[N:22]=[C:21]([C@H:23]([CH2:32][CH2:33][CH2:34][CH:35]3[CH2:36][CH2:37][CH2:38][CH2:39][CH2:40]3)[CH2:24][C:25]([O:27][CH3:28])=[O:26])[O:20][N:19]=2)[CH2:15]1, predict the reactants needed to synthesize it. The reactants are: C([N:14]1[CH2:17][CH:16]([C:18]2[N:22]=[C:21]([C@H:23]([CH2:32][CH2:33][CH2:34][CH:35]3[CH2:40][CH2:39][CH2:38][CH2:37][CH2:36]3)[CH2:24][C:25]([O:27][C:28](C)(C)C)=[O:26])[O:20][N:19]=2)[CH2:15]1)(C1C=CC=CC=1)C1C=CC=CC=1. (4) Given the product [F:14][C:15]1[CH:20]=[C:19]([F:21])[CH:18]=[CH:17][C:16]=1[C:22]1[C:27]([F:28])=[CH:26][N:25]=[C:24]([NH:29][C:30]2[CH:42]=[C:41]([C:43]([F:46])([F:45])[F:44])[CH:40]=[C:32]([CH2:33][S:34]([CH3:36])(=[NH:37])=[O:35])[CH:31]=2)[N:23]=1, predict the reactants needed to synthesize it. The reactants are: C(OC(C(F)(F)F)=O)(C(F)(F)F)=O.[F:14][C:15]1[CH:20]=[C:19]([F:21])[CH:18]=[CH:17][C:16]=1[C:22]1[C:27]([F:28])=[CH:26][N:25]=[C:24]([NH:29][C:30]2[CH:31]=[C:32]([CH:40]=[C:41]([C:43]([F:46])([F:45])[F:44])[CH:42]=2)[CH2:33][S:34](=[N:37]C#N)([CH3:36])=[O:35])[N:23]=1.C(=O)([O-])[O-].[K+].[K+]. (5) Given the product [Si:1]([O:8][CH2:9][CH:10]1[CH:18]2[O:19][C:20](=[O:21])[CH:12]([CH:13]3[CH:17]2[O:16][C:15]([CH3:23])([CH3:22])[O:14]3)[NH:11]1)([C:4]([CH3:5])([CH3:6])[CH3:7])([CH3:3])[CH3:2], predict the reactants needed to synthesize it. The reactants are: [Si:1]([O:8][CH2:9][C:10]1[CH:18]2[O:19][C:20](=[O:21])[CH:12]([CH:13]3[CH:17]2[O:16][C:15]([CH3:23])([CH3:22])[O:14]3)[N:11]=1)([C:4]([CH3:7])([CH3:6])[CH3:5])([CH3:3])[CH3:2].C([BH3-])#N.[Na+].